This data is from Forward reaction prediction with 1.9M reactions from USPTO patents (1976-2016). The task is: Predict the product of the given reaction. Given the reactants [C:1]([O:8][CH3:9])(=[O:7])[CH2:2][C:3]([O:5][CH3:6])=[O:4].O1CCCC1.[H-].[Na+].[CH:17]([C:21]1[C:22](S(C)(=O)=O)=[N:23][C:24]([N:34]2[CH:38]=[CH:37][CH:36]=[N:35]2)=[N:25][C:26]=1[N:27]1[CH2:32][CH2:31][CH:30]([CH3:33])[CH2:29][CH2:28]1)([CH2:19][CH3:20])[CH3:18], predict the reaction product. The product is: [CH:17]([C:21]1[C:22]([CH:2]([C:1]([O:8][CH3:9])=[O:7])[C:3]([O:5][CH3:6])=[O:4])=[N:23][C:24]([N:34]2[CH:38]=[CH:37][CH:36]=[N:35]2)=[N:25][C:26]=1[N:27]1[CH2:28][CH2:29][CH:30]([CH3:33])[CH2:31][CH2:32]1)([CH2:19][CH3:20])[CH3:18].